Task: Predict the product of the given reaction.. Dataset: Forward reaction prediction with 1.9M reactions from USPTO patents (1976-2016) (1) Given the reactants [Cl:1][C:2]1[CH:3]=[C:4]([CH2:9][C:10]([OH:12])=[O:11])[CH:5]=[CH:6][C:7]=1[Cl:8].[CH3:13][Si](Cl)(C)C, predict the reaction product. The product is: [CH3:13][O:11][C:10](=[O:12])[CH2:9][C:4]1[CH:5]=[CH:6][C:7]([Cl:8])=[C:2]([Cl:1])[CH:3]=1. (2) Given the reactants [C:1]([N:4]1[CH2:9][CH2:8][N:7]([C:10]([O:12][C:13]([CH3:16])([CH3:15])[CH3:14])=[O:11])[CH2:6][C@H:5]1[CH2:17][OH:18])(=[O:3])[CH3:2].[H-].[Na+].I[CH3:22], predict the reaction product. The product is: [C:1]([N:4]1[CH2:9][CH2:8][N:7]([C:10]([O:12][C:13]([CH3:14])([CH3:16])[CH3:15])=[O:11])[CH2:6][C@H:5]1[CH2:17][O:18][CH3:22])(=[O:3])[CH3:2]. (3) Given the reactants [Cl:1][C:2]1[CH:7]=[CH:6][CH:5]=[CH:4][C:3]=1[C:8]1[C:9]([CH2:20][C:21]([O:23][CH3:24])=[O:22])=[C:10]([C:13]2[CH:18]=[CH:17][C:16]([OH:19])=[CH:15][CH:14]=2)[S:11][CH:12]=1.[NH:25]1[CH:29]=[C:28]([CH2:30][CH2:31]O)[CH:27]=[N:26]1.C1C=CC(P(C2C=CC=CC=2)C2C=CC=CC=2)=CC=1.N(C(OCC)=O)=NC(OCC)=O, predict the reaction product. The product is: [Cl:1][C:2]1[CH:7]=[CH:6][CH:5]=[CH:4][C:3]=1[C:8]1[C:9]([CH2:20][C:21]([O:23][CH3:24])=[O:22])=[C:10]([C:13]2[CH:18]=[CH:17][C:16]([O:19][CH2:31][CH2:30][C:28]3[CH:29]=[N:25][NH:26][CH:27]=3)=[CH:15][CH:14]=2)[S:11][CH:12]=1. (4) The product is: [NH2:37][C:35]([C@@H:30]([NH:29][C:25]([C:4]1[CH:5]=[N:6][C:7]([N:8]2[CH2:13][CH2:12][CH:11]([N:14]3[C:19]4[CH:20]=[CH:21][CH:22]=[CH:23][C:18]=4[CH2:17][O:16][C:15]3=[O:24])[CH2:10][CH2:9]2)=[C:2]([Cl:1])[CH:3]=1)=[O:27])[CH2:31][CH:32]([CH3:34])[CH3:33])=[O:36]. Given the reactants [Cl:1][C:2]1[CH:3]=[C:4]([C:25]([OH:27])=O)[CH:5]=[N:6][C:7]=1[N:8]1[CH2:13][CH2:12][CH:11]([N:14]2[C:19]3[CH:20]=[CH:21][CH:22]=[CH:23][C:18]=3[CH2:17][O:16][C:15]2=[O:24])[CH2:10][CH2:9]1.Cl.[NH2:29][C@H:30]([C:35]([NH2:37])=[O:36])[CH2:31][CH:32]([CH3:34])[CH3:33], predict the reaction product. (5) Given the reactants C(O[C:5]1[N:10]=[C:9]([C:11]2[N:12]([CH:17]([CH3:19])[CH3:18])[C:13]([CH3:16])=[N:14][CH:15]=2)[C:8]([F:20])=[CH:7][N:6]=1)(=O)C.P(Cl)(Cl)([Cl:23])=O, predict the reaction product. The product is: [Cl:23][C:5]1[N:10]=[C:9]([C:11]2[N:12]([CH:17]([CH3:19])[CH3:18])[C:13]([CH3:16])=[N:14][CH:15]=2)[C:8]([F:20])=[CH:7][N:6]=1. (6) Given the reactants [CH2:1]=[CH:2][CH2:3][CH:4]1[CH2:8][CH2:7][CH2:6][C:5]1=O.[CH3:10][NH2:11].[CH2:12]([OH:14])[CH3:13].[C:15]([OH:18])(=O)C.[C:19]([N+:23]#[C-])([CH3:22])([CH3:21])[CH3:20], predict the reaction product. The product is: [CH2:3]([C@H:4]1[CH2:8][CH2:7][CH2:6][C@@:5]1([N:11]([CH3:10])[C:12](=[O:14])[CH3:13])[C:15]([NH:23][C:19]([CH3:20])([CH3:21])[CH3:22])=[O:18])[CH:2]=[CH2:1]. (7) Given the reactants [NH:1]1[CH:5]=[N:4][N:3]=[N:2]1.Br[CH2:7][C:8]1[CH:15]=[CH:14][C:11]([CH:12]=[O:13])=[CH:10][CH:9]=1, predict the reaction product. The product is: [N:1]1[N:2]([CH2:7][C:8]2[CH:15]=[CH:14][C:11]([CH:12]=[O:13])=[CH:10][CH:9]=2)[N:3]=[N:4][CH:5]=1. (8) Given the reactants Cl.[C:2](=[NH:10])([O:7][CH2:8][CH3:9])[CH2:3][CH2:4][CH2:5][CH3:6].C(N(CC)CC)C.[Cl-].[C:19]([O:30][CH3:31])(=[O:29])[C:20]1[CH:28]=[CH:27][C:23]([C:24]([O-])=[O:25])=[CH:22][CH:21]=1, predict the reaction product. The product is: [CH3:31][O:30][C:19](=[O:29])[C:20]1[CH:28]=[CH:27][C:23]([C:24]([N:10]=[C:2]([O:7][CH2:8][CH3:9])[CH2:3][CH2:4][CH2:5][CH3:6])=[O:25])=[CH:22][CH:21]=1.